This data is from Catalyst prediction with 721,799 reactions and 888 catalyst types from USPTO. The task is: Predict which catalyst facilitates the given reaction. Reactant: [Cl:1][C:2]1[CH:19]=[CH:18][C:17]([C@H:20]2[C@H:25]([O:26]CC3C=CC=CC=3)[C@@H:24]([O:34]CC3C=CC=CC=3)[C@H:23]([O:42]CC3C=CC=CC=3)[C@@H:22]([CH2:50][O:51]CC3C=CC=CC=3)[O:21]2)=[CH:16][C:3]=1[CH2:4][C:5]1[N:6]=[N:7][C:8]2[CH:14]=[C:13]([CH3:15])[CH:12]=[CH:11][C:9]=2[N:10]=1.[Si](I)(C)(C)C. Product: [Cl:1][C:2]1[CH:19]=[CH:18][C:17]([C@H:20]2[C@H:25]([OH:26])[C@@H:24]([OH:34])[C@H:23]([OH:42])[C@@H:22]([CH2:50][OH:51])[O:21]2)=[CH:16][C:3]=1[CH2:4][C:5]1[N:6]=[N:7][C:8]2[CH:14]=[C:13]([CH3:15])[CH:12]=[CH:11][C:9]=2[N:10]=1. The catalyst class is: 10.